Dataset: Catalyst prediction with 721,799 reactions and 888 catalyst types from USPTO. Task: Predict which catalyst facilitates the given reaction. (1) Reactant: [O:1]=[C:2]1[CH2:7][CH2:6][N:5]([C:8]([O:10][C:11]([CH3:14])([CH3:13])[CH3:12])=[O:9])[CH2:4][CH2:3]1.[CH2:15]([Mg]Br)[CH3:16].[Cl-].[NH4+]. Product: [CH2:15]([C:2]1([OH:1])[CH2:3][CH2:4][N:5]([C:8]([O:10][C:11]([CH3:14])([CH3:13])[CH3:12])=[O:9])[CH2:6][CH2:7]1)[CH3:16]. The catalyst class is: 7. (2) Reactant: C(O)(C(F)(F)F)=O.C([O:12][C:13]([C:15]1[S:16][C:17]([CH2:20][CH2:21][CH2:22][N:23]([CH2:33][CH2:34][S:35][CH2:36][C:37]2[CH:42]=[CH:41][CH:40]=[CH:39][CH:38]=2)[S:24]([C:27]2[CH:28]=[N:29][CH:30]=[CH:31][CH:32]=2)(=[O:26])=[O:25])=[CH:18][CH:19]=1)=[O:14])(C)(C)C. Product: [CH2:36]([S:35][CH2:34][CH2:33][N:23]([S:24]([C:27]1[CH:28]=[N:29][CH:30]=[CH:31][CH:32]=1)(=[O:25])=[O:26])[CH2:22][CH2:21][CH2:20][C:17]1[S:16][C:15]([C:13]([OH:14])=[O:12])=[CH:19][CH:18]=1)[C:37]1[CH:38]=[CH:39][CH:40]=[CH:41][CH:42]=1. The catalyst class is: 2.